From a dataset of Forward reaction prediction with 1.9M reactions from USPTO patents (1976-2016). Predict the product of the given reaction. (1) Given the reactants Cl[C:2](Cl)(Cl)[CH:3]([OH:5])O.S([O-])([O-])(=O)=O.[Na+].[Na+].S(O)(O)(=O)=O.[NH2:20][OH:21].[NH2:22][C:23]1[CH:31]=[CH:30][CH:29]=[C:28]2[C:24]=1[CH2:25][CH2:26][CH2:27]2.Cl, predict the reaction product. The product is: [OH:21][N:20]=[CH:2][C:3]([NH:22][C:23]1[CH:31]=[CH:30][CH:29]=[C:28]2[C:24]=1[CH2:25][CH2:26][CH2:27]2)=[O:5]. (2) Given the reactants Br.[C:2]([C:10]1[N:11]=[C:12]2[CH:17]=[CH:16][C:15]([C:18]([OH:20])=O)=[CH:14][N:13]2[CH:21]=1)(=[O:9])[C:3]1[CH:8]=[CH:7][CH:6]=[CH:5][CH:4]=1.C[CH2:23][N:24]=[C:25]=NCCCN(C)C.Cl.C1C=CC2N(O)N=NC=2C=1.CNC, predict the reaction product. The product is: [C:2]([C:10]1[N:11]=[C:12]2[CH:17]=[CH:16][C:15]([C:18]([N:24]([CH3:25])[CH3:23])=[O:20])=[CH:14][N:13]2[CH:21]=1)(=[O:9])[C:3]1[CH:4]=[CH:5][CH:6]=[CH:7][CH:8]=1. (3) The product is: [C:1]([C:3]1[CH:4]=[CH:5][C:6]2[N:12]3[C:13]([C:16]([F:19])([F:18])[F:17])=[N:14][N:15]=[C:11]3[C@H:10]([CH2:20][C:21]([OH:23])=[O:22])[O:9][C@@H:8]([C:26]3[CH:31]=[CH:30][CH:29]=[C:28]([O:32][CH3:33])[C:27]=3[O:34][CH3:35])[C:7]=2[CH:36]=1)#[N:2]. Given the reactants [C:1]([C:3]1[CH:4]=[CH:5][C:6]2[N:12]3[C:13]([C:16]([F:19])([F:18])[F:17])=[N:14][N:15]=[C:11]3[C@H:10]([CH2:20][C:21]([O:23]CC)=[O:22])[O:9][C@@H:8]([C:26]3[CH:31]=[CH:30][CH:29]=[C:28]([O:32][CH3:33])[C:27]=3[O:34][CH3:35])[C:7]=2[CH:36]=1)#[N:2].Cl, predict the reaction product. (4) Given the reactants [NH2:1][C:2]1([CH2:5][C:6]([O:8][CH3:9])=[O:7])[CH2:4][CH2:3]1.C(N([CH2:15][CH3:16])CC)C.Cl[C:18]([CH2:20][C:21]([OH:23])=[O:22])=[O:19], predict the reaction product. The product is: [CH3:9][O:8][C:6](=[O:7])[CH2:5][C:2]1([NH:1][C:18](=[O:19])[CH2:20][C:21]([O:23][CH2:15][CH3:16])=[O:22])[CH2:4][CH2:3]1. (5) Given the reactants [C:1]([OH:10])(=O)[CH2:2][CH2:3][CH2:4][CH2:5][CH2:6][CH2:7][CH3:8].[NH2:11][CH2:12][CH2:13][NH:14][CH2:15][CH2:16][NH2:17], predict the reaction product. The product is: [C:1]([NH:11][CH2:12][CH2:13][N:14]([C:1](=[O:10])[CH2:2][CH2:3][CH2:4][CH2:5][CH2:6][CH2:7][CH3:8])[CH2:15][CH2:16][NH:17][C:1](=[O:10])[CH2:2][CH2:3][CH2:4][CH2:5][CH2:6][CH2:7][CH3:8])(=[O:10])[CH2:2][CH2:3][CH2:4][CH2:5][CH2:6][CH2:7][CH3:8].